This data is from NCI-60 drug combinations with 297,098 pairs across 59 cell lines. The task is: Regression. Given two drug SMILES strings and cell line genomic features, predict the synergy score measuring deviation from expected non-interaction effect. Drug 1: C1CC(=O)NC(=O)C1N2CC3=C(C2=O)C=CC=C3N. Drug 2: CC12CCC3C(C1CCC2O)C(CC4=C3C=CC(=C4)O)CCCCCCCCCS(=O)CCCC(C(F)(F)F)(F)F. Cell line: A549. Synergy scores: CSS=6.66, Synergy_ZIP=-4.03, Synergy_Bliss=-2.70, Synergy_Loewe=-0.440, Synergy_HSA=-0.443.